Dataset: Reaction yield outcomes from USPTO patents with 853,638 reactions. Task: Predict the reaction yield, written as a fraction of the theoretical maximum amount of product (1.0 means a 100% yield; for example, 0.34 means a 34% yield). (1) The reactants are CO.[NH3:3].Cl[C:5]1[C:14]2[C:9](=[CH:10][C:11]([F:24])=[C:12]([O:15][C:16]3[C:21]([CH3:22])=[CH:20][CH:19]=[CH:18][C:17]=3[CH3:23])[CH:13]=2)[N:8]=[C:7]([N:25]2[CH:29]=[C:28]([C:30]([O:32][CH2:33][CH3:34])=[O:31])[CH:27]=[N:26]2)[N:6]=1. The catalyst is C1COCC1. The product is [NH2:3][C:5]1[C:14]2[C:9](=[CH:10][C:11]([F:24])=[C:12]([O:15][C:16]3[C:21]([CH3:22])=[CH:20][CH:19]=[CH:18][C:17]=3[CH3:23])[CH:13]=2)[N:8]=[C:7]([N:25]2[CH:29]=[C:28]([C:30]([O:32][CH2:33][CH3:34])=[O:31])[CH:27]=[N:26]2)[N:6]=1. The yield is 0.640. (2) The yield is 0.880. The reactants are [S:1]1[CH:5]=[CH:4][CH:3]=[C:2]1[C:6](Cl)=[O:7].[C:9]([O:13][C:14]([N:16]1[CH2:21][CH2:20][NH:19][CH2:18][CH2:17]1)=[O:15])([CH3:12])([CH3:11])[CH3:10]. The product is [C:9]([O:13][C:14]([N:16]1[CH2:21][CH2:20][N:19]([C:6]([C:2]2[S:1][CH:5]=[CH:4][CH:3]=2)=[O:7])[CH2:18][CH2:17]1)=[O:15])([CH3:12])([CH3:10])[CH3:11]. The catalyst is CN(C1C=CN=CC=1)C.N1C=CC=CC=1. (3) The reactants are [F:1][C:2]1[CH:3]=[CH:4][C:5]([CH3:26])=[C:6]([C:8]2[CH:17]=[C:16]3[C:11]([CH:12]=[C:13]([NH:18][C:19]([CH:21]4[CH2:23][CH2:22]4)=[O:20])[N:14]=[CH:15]3)=[C:10]([CH2:24][OH:25])[N:9]=2)[CH:7]=1.CC(OI1(OC(C)=O)(OC(C)=O)OC(=O)C2C=CC=CC1=2)=O.C(Cl)Cl. The catalyst is C(OCC)(=O)C. The product is [F:1][C:2]1[CH:3]=[CH:4][C:5]([CH3:26])=[C:6]([C:8]2[CH:17]=[C:16]3[C:11]([CH:12]=[C:13]([NH:18][C:19]([CH:21]4[CH2:23][CH2:22]4)=[O:20])[N:14]=[CH:15]3)=[C:10]([CH:24]=[O:25])[N:9]=2)[CH:7]=1. The yield is 0.800. (4) The reactants are C[Si]([N-][Si](C)(C)C)(C)C.[Na+].[CH2:11]([O:13][CH2:14][CH2:15][NH:16][C:17](=[O:29])[C:18]1[C:23]([Si:24]([CH3:27])([CH3:26])[CH3:25])=[CH:22][CH:21]=[CH:20][C:19]=1[Cl:28])[CH3:12].[CH2:30](I)[CH3:31]. The catalyst is C1COCC1. The product is [Cl:28][C:19]1[CH:20]=[CH:21][CH:22]=[C:23]([Si:24]([CH3:27])([CH3:26])[CH3:25])[C:18]=1[C:17]([N:16]([CH2:15][CH2:14][O:13][CH2:11][CH3:12])[CH2:30][CH3:31])=[O:29]. The yield is 0.830. (5) The reactants are [CH-:1]1[CH:5]=[CH:4][CH:3]=[CH:2]1.[Na+].[CH3:7][Si:8]([CH3:14])([CH3:13])[O:9][CH2:10][CH2:11]Br.[Cl-].[NH4+]. The catalyst is O1CCCC1. The product is [CH3:7][Si:8]([CH3:14])([CH3:13])[O:9][CH2:10][CH2:11][C:1]1[CH2:5][CH:4]=[CH:3][CH:2]=1. The yield is 0.640.